From a dataset of NCI-60 drug combinations with 297,098 pairs across 59 cell lines. Regression. Given two drug SMILES strings and cell line genomic features, predict the synergy score measuring deviation from expected non-interaction effect. Drug 1: C1CCN(CC1)CCOC2=CC=C(C=C2)C(=O)C3=C(SC4=C3C=CC(=C4)O)C5=CC=C(C=C5)O. Drug 2: C1=C(C(=O)NC(=O)N1)N(CCCl)CCCl. Cell line: UACC-257. Synergy scores: CSS=12.5, Synergy_ZIP=-3.95, Synergy_Bliss=3.27, Synergy_Loewe=-0.713, Synergy_HSA=0.252.